Dataset: Peptide-MHC class I binding affinity with 185,985 pairs from IEDB/IMGT. Task: Regression. Given a peptide amino acid sequence and an MHC pseudo amino acid sequence, predict their binding affinity value. This is MHC class I binding data. (1) The peptide sequence is SLYYTIATI. The MHC is HLA-A02:03 with pseudo-sequence HLA-A02:03. The binding affinity (normalized) is 0.639. (2) The peptide sequence is LVDTLVKSGL. The MHC is HLA-A02:01 with pseudo-sequence HLA-A02:01. The binding affinity (normalized) is 0.0500.